Dataset: Full USPTO retrosynthesis dataset with 1.9M reactions from patents (1976-2016). Task: Predict the reactants needed to synthesize the given product. (1) Given the product [ClH:23].[N:1]12[CH2:8][CH2:7][CH:4]([CH2:5][CH2:6]1)[CH:3]([C@@H:9]1[C:17](=[O:18])[CH:16]=[C:15]3[CH:19]=[N:20][CH:21]=[CH:22][N:13]4[C:14]3=[C:10]1[CH2:11][NH:12]4)[CH2:2]2, predict the reactants needed to synthesize it. The reactants are: [N:1]12[CH2:8][CH2:7][CH:4]([CH2:5][CH2:6]1)[CH:3]([C@@H:9]1[C:17](=[O:18])[CH:16]=[C:15]3[CH:19]=[N:20][CH:21]=[CH:22][N:13]4[C:14]3=[C:10]1[CH2:11][NH:12]4)[CH2:2]2.[ClH:23]. (2) Given the product [C:1]1([C:32]2[CH:37]=[CH:36][CH:35]=[CH:34][CH:33]=2)[CH:6]=[CH:5][C:4]([NH:7][C:8](=[O:31])[C:9]2[CH:14]=[CH:13][C:12]([C:15]([F:18])([F:17])[F:16])=[C:11]([NH:19][C:20](=[O:30])[CH2:21][N:22]3[CH2:28][C@@H:27]4[CH2:26][C@H:23]3[CH2:24][O:29]4)[CH:10]=2)=[CH:3][CH:2]=1, predict the reactants needed to synthesize it. The reactants are: [C:1]1([C:32]2[CH:37]=[CH:36][CH:35]=[CH:34][CH:33]=2)[CH:6]=[CH:5][C:4]([NH:7][C:8](=[O:31])[C:9]2[CH:14]=[CH:13][C:12]([C:15]([F:18])([F:17])[F:16])=[C:11]([NH:19][C:20](=[O:30])[CH2:21][N:22]3[CH2:28][CH:27]4[O:29][CH:24](C[CH2:26]4)[CH2:23]3)[CH:10]=2)=[CH:3][CH:2]=1.C1(C2C=CC=CC=2)C=CC(NC(=O)C2C=CC(C(F)(F)F)=C(NC(=O)CCl)C=2)=CC=1.Cl.[C@H]12C[C@H](NC1)CO2. (3) Given the product [CH2:1]([O:3][C:4]1[CH:9]=[C:8]([C:30]2[CH:35]=[CH:34][C:33]([CH2:36][C:37]([NH:39][C:40]3[CH:44]=[C:43]([C:45]([CH3:50])([CH3:51])[C:46]([F:49])([F:48])[F:47])[O:42][N:41]=3)=[O:38])=[C:32]([F:52])[CH:31]=2)[CH:7]=[N:6][C:5]=1[O:19][CH2:20][C:21]1[CH:22]=[CH:23][C:24]([O:27][CH3:28])=[CH:25][CH:26]=1)[CH3:2], predict the reactants needed to synthesize it. The reactants are: [CH2:1]([O:3][C:4]1[C:5]([O:19][CH2:20][C:21]2[CH:26]=[CH:25][C:24]([O:27][CH3:28])=[CH:23][CH:22]=2)=[N:6][CH:7]=[C:8](B2OC(C)(C)C(C)(C)O2)[CH:9]=1)[CH3:2].Br[C:30]1[CH:35]=[CH:34][C:33]([CH2:36][C:37]([NH:39][C:40]2[CH:44]=[C:43]([C:45]([CH3:51])([CH3:50])[C:46]([F:49])([F:48])[F:47])[O:42][N:41]=2)=[O:38])=[C:32]([F:52])[CH:31]=1.C(=O)([O-])[O-].[Cs+].[Cs+]. (4) Given the product [N:1]1[CH:6]=[CH:5][CH:4]=[CH:3][C:2]=1[S:7]([O:10][C:11]1[C:19]([O:20][CH3:21])=[CH:18][C:17]([C:22]2[N:23]([C:33]([O:35][C:36]([CH3:38])([CH3:39])[CH3:37])=[O:34])[C:24]3[C:29]([CH:30]=2)=[CH:28][C:27]([CH2:31][N:43]([CH3:44])[CH3:42])=[CH:26][CH:25]=3)=[C:16]2[C:12]=1[CH2:13][NH:14][C:15]2=[O:40])(=[O:9])=[O:8], predict the reactants needed to synthesize it. The reactants are: [N:1]1[CH:6]=[CH:5][CH:4]=[CH:3][C:2]=1[S:7]([O:10][C:11]1[C:19]([O:20][CH3:21])=[CH:18][C:17]([C:22]2[N:23]([C:33]([O:35][C:36]([CH3:39])([CH3:38])[CH3:37])=[O:34])[C:24]3[C:29]([CH:30]=2)=[CH:28][C:27]([CH:31]=O)=[CH:26][CH:25]=3)=[C:16]2[C:12]=1[CH2:13][NH:14][C:15]2=[O:40])(=[O:9])=[O:8].Cl.[CH3:42][NH:43][CH3:44].C(N(CC)CC)C.C(O)(=O)C.C(O[BH-](OC(=O)C)OC(=O)C)(=O)C.[Na+].